This data is from Forward reaction prediction with 1.9M reactions from USPTO patents (1976-2016). The task is: Predict the product of the given reaction. (1) Given the reactants [F:1][C:2]([F:15])([C:8]1[CH:13]=[CH:12][C:11]([CH3:14])=[CH:10][N:9]=1)[C:3](OCC)=[O:4].[BH4-].[Na+], predict the reaction product. The product is: [F:15][C:2]([F:1])([C:8]1[CH:13]=[CH:12][C:11]([CH3:14])=[CH:10][N:9]=1)[CH2:3][OH:4]. (2) Given the reactants O=[C:2]1[CH2:7][CH2:6][N:5]([C:8]2[CH:13]=[CH:12][C:11]([NH:14][S:15]([CH2:18][CH2:19][CH2:20][CH2:21][CH2:22][CH2:23][CH2:24][CH3:25])(=[O:17])=[O:16])=[CH:10][CH:9]=2)[CH2:4][CH2:3]1.[NH2:26][CH2:27][C@H:28]([OH:38])[CH2:29][O:30][C:31]1[CH:36]=[CH:35][C:34]([OH:37])=[CH:33][CH:32]=1, predict the reaction product. The product is: [OH:38][C@H:28]([CH2:29][O:30][C:31]1[CH:36]=[CH:35][C:34]([OH:37])=[CH:33][CH:32]=1)[CH2:27][NH:26][CH:2]1[CH2:7][CH2:6][N:5]([C:8]2[CH:13]=[CH:12][C:11]([NH:14][S:15]([CH2:18][CH2:19][CH2:20][CH2:21][CH2:22][CH2:23][CH2:24][CH3:25])(=[O:17])=[O:16])=[CH:10][CH:9]=2)[CH2:4][CH2:3]1. (3) Given the reactants Cl[C:2]1[N:7]2[N:8]=[C:9]([NH2:11])[N:10]=[C:6]2[CH:5]=[C:4]([C:12]([F:15])([F:14])[F:13])[CH:3]=1.[CH:16]([NH2:19])([CH3:18])[CH3:17], predict the reaction product. The product is: [CH:16]([NH:19][C:2]1[N:7]2[N:8]=[C:9]([NH2:11])[N:10]=[C:6]2[CH:5]=[C:4]([C:12]([F:15])([F:14])[F:13])[CH:3]=1)([CH3:18])[CH3:17]. (4) Given the reactants Br[C:2]1[CH:3]=[CH:4][C:5]([O:25][CH:26]([CH3:28])[CH3:27])=[C:6]([S:8]([NH:11][C@H:12]([CH2:15][C:16]2[C:24]3[C:19](=[CH:20][CH:21]=[CH:22][CH:23]=3)[NH:18][CH:17]=2)[CH2:13][OH:14])(=[O:10])=[O:9])[CH:7]=1.[Cl:29][C:30]1[CH:31]=[C:32](B(O)O)[CH:33]=[CH:34][C:35]=1[C:36](=[O:39])[NH:37][CH3:38].C([O-])([O-])=O.[Na+].[Na+].O, predict the reaction product. The product is: [CH3:38][NH:37][C:36]([C:35]1[CH:34]=[CH:33][C:32]([C:2]2[CH:3]=[CH:4][C:5]([O:25][CH:26]([CH3:28])[CH3:27])=[C:6]([S:8](=[O:10])(=[O:9])[NH:11][C@H:12]([CH2:15][C:16]3[C:24]4[C:19](=[CH:20][CH:21]=[CH:22][CH:23]=4)[NH:18][CH:17]=3)[CH2:13][OH:14])[CH:7]=2)=[CH:31][C:30]=1[Cl:29])=[O:39]. (5) Given the reactants [CH3:1][C@@H:2]1[O:7][C@@H:6]([O:8][C@@H:9]2[C:14]3=[C:15]([OH:32])[C:16]4[C:28](=[O:29])[C:27]5[C:22](=[CH:23][CH:24]=[CH:25][C:26]=5[O:30][CH3:31])[C:20](=[O:21])[C:17]=4[C:18]([OH:19])=[C:13]3[CH2:12][C@@:11]([OH:37])([C:33]([CH2:35][OH:36])=[O:34])[CH2:10]2)[CH2:5][C@H:4]([NH2:38])[C@@H:3]1[OH:39].Cl.[C:41]1(=[O:47])[O:46][C:44](=[O:45])[CH2:43][CH2:42]1.C[C@@H]1[O:54][C@@H](O[C@@H]2C3=C(O)C4C(=O)C5C(=CC=CC=5OC)C(=O)C=4C(O)=C3C[C@@](O)(C(CO)=O)C2)C[C@H](N)[C@@H]1O, predict the reaction product. The product is: [CH3:1][C@@H:2]1[O:7][C@@H:6]([O:8][C@@H:9]2[C:14]3=[C:15]([OH:32])[C:16]4[C:28](=[O:29])[C:27]5[C:22](=[CH:23][CH:24]=[CH:25][C:26]=5[O:30][CH3:31])[C:20](=[O:21])[C:17]=4[C:18]([OH:19])=[C:13]3[CH2:12][C@@:11]([OH:37])([C:33]([CH2:35][OH:36])=[O:34])[CH2:10]2)[CH2:5][C@H:4]([NH2:38])[C@@H:3]1[OH:39].[C:41]([OH:46])(=[O:47])[CH2:42][CH2:43][C:44]([OH:54])=[O:45]. (6) Given the reactants [CH2:1]([O:3][C:4](=[O:29])[CH2:5][O:6][C:7]1[CH:12]=[CH:11][C:10]([S:13][C:14]2[CH:19]=[C:18]([O:20][CH2:21][CH:22]([CH2:25][CH3:26])[CH2:23][CH3:24])[CH:17]=[C:16](Br)[CH:15]=2)=[CH:9][C:8]=1[CH3:28])[CH3:2].[C:30]1([C:36]#[CH:37])[CH:35]=[CH:34][CH:33]=[CH:32][CH:31]=1.C(OC(=O)COC1C=CC(SC2C=C(C#CC3C=CC(CO)=CC=3)C=C(OCCC3C=CC(Cl)=CC=3)C=2)=CC=1C)C, predict the reaction product. The product is: [CH2:1]([O:3][C:4](=[O:29])[CH2:5][O:6][C:7]1[CH:12]=[CH:11][C:10]([S:13][C:14]2[CH:15]=[C:16]([C:37]#[C:36][C:30]3[CH:35]=[CH:34][CH:33]=[CH:32][CH:31]=3)[CH:17]=[C:18]([O:20][CH2:21][CH:22]([CH2:25][CH3:26])[CH2:23][CH3:24])[CH:19]=2)=[CH:9][C:8]=1[CH3:28])[CH3:2].